This data is from Forward reaction prediction with 1.9M reactions from USPTO patents (1976-2016). The task is: Predict the product of the given reaction. Given the reactants [NH2:1][C:2]1[N:7]=[C:6]([N:8]2[C:16]3[C:11](=[CH:12][CH:13]=[C:14]([C:17]#[C:18][C:19]([OH:25])([CH3:24])[C:20](OC)=[O:21])[CH:15]=3)[C:10]([CH3:27])([CH3:26])[CH2:9]2)[C:5]([Cl:28])=[CH:4][N:3]=1.[CH3:29][NH2:30], predict the reaction product. The product is: [NH2:1][C:2]1[N:7]=[C:6]([N:8]2[C:16]3[C:11](=[CH:12][CH:13]=[C:14]([C:17]#[C:18][C:19]([OH:25])([CH3:24])[C:20]([NH:30][CH3:29])=[O:21])[CH:15]=3)[C:10]([CH3:27])([CH3:26])[CH2:9]2)[C:5]([Cl:28])=[CH:4][N:3]=1.